This data is from Full USPTO retrosynthesis dataset with 1.9M reactions from patents (1976-2016). The task is: Predict the reactants needed to synthesize the given product. (1) Given the product [NH2:2][N:3]=[CH:4][C:5]1[CH:10]=[CH:9][C:8]([C:11]2[CH2:15][C:14]3([CH2:16][CH2:17][N:18]([CH2:21][C:22]([OH:24])=[O:23])[CH2:19][CH2:20]3)[O:13][N:12]=2)=[CH:7][CH:6]=1, predict the reactants needed to synthesize it. The reactants are: Cl.[NH2:2][N:3]=[CH:4][C:5]1[CH:10]=[CH:9][C:8]([C:11]2[CH2:15][C:14]3([CH2:20][CH2:19][N:18]([CH2:21][C:22]([O:24]CC)=[O:23])[CH2:17][CH2:16]3)[O:13][N:12]=2)=[CH:7][CH:6]=1.[OH-].[Na+].C(O)(=O)C.O. (2) Given the product [OH:8][C@H:9]1[C@@H:15]2[C@@H:16]([OH:17])[C@@H:12]([C@H:13]([N:25]3[CH:33]=[C:31]([CH3:32])[C:29](=[O:30])[NH:28][C:26]3=[O:27])[O:14]2)[O:11][CH2:10]1, predict the reactants needed to synthesize it. The reactants are: C([O:8][C@H:9]1[C@@H:15]2[C@@H:16]([O:17]CC3C=CC=CC=3)[C@@H:12]([C@H:13]([N:25]3[CH:33]=[C:31]([CH3:32])[C:29](=[O:30])[NH:28][C:26]3=[O:27])[O:14]2)[O:11][CH2:10]1)C1C=CC=CC=1. (3) Given the product [C:1]([O:5][C:6]([N:8]([CH3:36])[C@H:9]([C:11]([NH:13][C@@H:14]([CH:30]1[CH2:31][CH2:32][CH2:33][CH2:34][CH2:35]1)[C:15]([N:17]1[C@H:22]([C:23]([OH:25])=[O:24])[CH2:21][N:20]2[CH2:27][CH2:28][CH2:29][C@@H:19]2[CH2:18]1)=[O:16])=[O:12])[CH3:10])=[O:7])([CH3:4])([CH3:2])[CH3:3], predict the reactants needed to synthesize it. The reactants are: [C:1]([O:5][C:6]([N:8]([CH3:36])[C@H:9]([C:11]([NH:13][C@@H:14]([CH:30]1[CH2:35][CH2:34][CH2:33][CH2:32][CH2:31]1)[C:15]([N:17]1[C@H:22]([C:23]([O:25]C)=[O:24])[CH2:21][N:20]2[CH2:27][CH2:28][CH2:29][C@@H:19]2[CH2:18]1)=[O:16])=[O:12])[CH3:10])=[O:7])([CH3:4])([CH3:3])[CH3:2].O.[OH-].[Li+].Cl.